This data is from Reaction yield outcomes from USPTO patents with 853,638 reactions. The task is: Predict the reaction yield, written as a fraction of the theoretical maximum amount of product (1.0 means a 100% yield; for example, 0.34 means a 34% yield). (1) The reactants are Cl.[CH3:2][NH:3][C:4]([NH2:6])=[NH:5].[F:7][C:8]1[CH:15]=[CH:14][C:11]([CH:12]=O)=[CH:10][CH:9]=1.[CH3:16][CH:17]([CH3:26])[C:18](=O)[CH2:19][C:20]([O:22][CH2:23][CH3:24])=[O:21].C(=O)([O-])[O-].[Na+].[Na+]. The catalyst is CN(C=O)C. The product is [F:7][C:8]1[CH:15]=[CH:14][C:11]([C:12]2[N:5]=[C:4]([NH:3][CH3:2])[NH:6][CH:18]([CH:17]([CH3:26])[CH3:16])[C:19]=2[C:20]([O:22][CH2:23][CH3:24])=[O:21])=[CH:10][CH:9]=1. The yield is 0.630. (2) The reactants are [O:1]1[C:5]2([CH2:10][CH2:9][CH:8]([OH:11])[CH2:7][CH2:6]2)[O:4][CH2:3][CH2:2]1.[CH3:12][S:13](Cl)(=[O:15])=[O:14]. The catalyst is C(Cl)Cl. The product is [CH3:12][S:13]([O:11][CH:8]1[CH2:9][CH2:10][C:5]2([O:4][CH2:3][CH2:2][O:1]2)[CH2:6][CH2:7]1)(=[O:15])=[O:14]. The yield is 0.910. (3) The reactants are S(S([O-])=O)([O-])=O.[Na+].[Na+].C(=O)(O)[O-].[Na+].[Cl:14][C:15]([F:24])([F:23])[C:16]([F:22])(I)[C:17]([F:20])([F:19])[F:18].[CH2:25]([C:27]1[CH:33]=[CH:32][CH:31]=[CH:30][C:28]=1[NH2:29])[CH3:26]. The catalyst is S([O-])(O)(=O)=O.C([N+](CCCC)(CCCC)CCCC)CCC.COC(C)(C)C.O. The product is [Cl:14][C:15]([F:24])([F:23])[C:16]([C:32]1[CH:31]=[CH:30][C:28]([NH2:29])=[C:27]([CH2:25][CH3:26])[CH:33]=1)([F:22])[C:17]([F:20])([F:19])[F:18]. The yield is 0.790. (4) The reactants are [Br:1][C:2]1[S:6][C:5](N)=[N:4][C:3]=1[C:8]1[CH:9]=[C:10]([CH3:14])[CH:11]=[CH:12][CH:13]=1.C(ON=O)(C)(C)C. The catalyst is C1COCC1.C(OCC)(=O)C. The product is [Br:1][C:2]1[S:6][CH:5]=[N:4][C:3]=1[C:8]1[CH:9]=[C:10]([CH3:14])[CH:11]=[CH:12][CH:13]=1. The yield is 0.330.